From a dataset of Full USPTO retrosynthesis dataset with 1.9M reactions from patents (1976-2016). Predict the reactants needed to synthesize the given product. Given the product [ClH:28].[ClH:28].[N:1]1([CH2:5][C:6]2[CH:7]=[C:8]3[C:13](=[CH:14][CH:15]=2)[CH2:12][NH:11][CH2:10][CH2:9]3)[CH2:4][CH2:3][CH2:2]1, predict the reactants needed to synthesize it. The reactants are: [N:1]1([CH2:5][C:6]2[CH:7]=[C:8]3[C:13](=[CH:14][CH:15]=2)[CH2:12][N:11](C(=O)C(F)(F)F)[CH2:10][CH2:9]3)[CH2:4][CH2:3][CH2:2]1.C([O-])([O-])=O.[K+].[K+].[ClH:28].C(OCC)C.